The task is: Predict the reaction yield, written as a fraction of the theoretical maximum amount of product (1.0 means a 100% yield; for example, 0.34 means a 34% yield).. This data is from Reaction yield outcomes from USPTO patents with 853,638 reactions. (1) The reactants are [NH:1]1[CH:5]=[CH:4][N:3]=[CH:2]1.Br[CH:7]([C:9]1[CH:14]=[CH:13][C:12]([C:15]2[CH:20]=[CH:19][C:18]([O:21][CH3:22])=[CH:17][CH:16]=2)=[CH:11][N:10]=1)[CH3:8].C([O-])([O-])=O.[K+].[K+]. The catalyst is CN(C=O)C.O. The product is [N:1]1([CH:7]([C:9]2[CH:14]=[CH:13][C:12]([C:15]3[CH:20]=[CH:19][C:18]([O:21][CH3:22])=[CH:17][CH:16]=3)=[CH:11][N:10]=2)[CH3:8])[CH:5]=[CH:4][N:3]=[CH:2]1. The yield is 0.690. (2) The reactants are [OH:1][C:2]1[CH:7]=[C:6]([O:8][CH2:9][CH2:10][O:11][CH3:12])[CH:5]=[CH:4][C:3]=1/[CH:13]=[CH:14]/[C:15]([O:17][CH2:18][CH3:19])=[O:16].Cl[C:21]1[N:22]=[N:23][C:24]([C:27]([F:30])([F:29])[F:28])=[CH:25][CH:26]=1.C(=O)([O-])[O-].[K+].[K+].O. The catalyst is CN(C)C=O. The product is [CH3:12][O:11][CH2:10][CH2:9][O:8][C:6]1[CH:5]=[CH:4][C:3](/[CH:13]=[CH:14]/[C:15]([O:17][CH2:18][CH3:19])=[O:16])=[C:2]([O:1][C:21]2[N:22]=[N:23][C:24]([C:27]([F:30])([F:29])[F:28])=[CH:25][CH:26]=2)[CH:7]=1. The yield is 0.900. (3) The yield is 0.390. The product is [CH3:1][O:2][C:3]1[CH:12]=[CH:11][C:6]2[C:7](=[O:10])[CH2:8][O:9][C:5]=2[C:4]=1/[CH:13]=[CH:14]\[CH:15]1[CH2:20][CH2:19][N:18]([C:21]([O:23][C:24]([CH3:27])([CH3:26])[CH3:25])=[O:22])[CH2:17][CH2:16]1. The catalyst is C(OCC)(=O)C.C(O)C.[Pd]. The reactants are [CH3:1][O:2][C:3]1[CH:12]=[CH:11][C:6]2[C:7](=[O:10])[CH2:8][O:9][C:5]=2[C:4]=1[C:13]#[C:14][CH:15]1[CH2:20][CH2:19][N:18]([C:21]([O:23][C:24]([CH3:27])([CH3:26])[CH3:25])=[O:22])[CH2:17][CH2:16]1.